Predict which catalyst facilitates the given reaction. From a dataset of Catalyst prediction with 721,799 reactions and 888 catalyst types from USPTO. (1) Reactant: [N+:1]([C:4]1[CH:9]=[CH:8][C:7](/[CH:10]=[CH:11]/[C:12]([O:14][CH3:15])=[O:13])=[CH:6][CH:5]=1)([O-])=O. Product: [NH2:1][C:4]1[CH:5]=[CH:6][C:7]([CH2:10][CH2:11][C:12]([O:14][CH3:15])=[O:13])=[CH:8][CH:9]=1. The catalyst class is: 403. (2) Reactant: [OH:1][CH2:2][CH2:3][NH:4][C:5](=[O:11])[O:6][C:7]([CH3:10])([CH3:9])[CH3:8].[OH-].[K+].[Cl:14][C:15]1[C:20]([CH2:21]Cl)=[CH:19][CH:18]=[C:17]([CH3:23])[N:16]=1. Product: [Cl:14][C:15]1[C:20]([CH2:21][O:1][CH2:2][CH2:3][NH:4][C:5](=[O:11])[O:6][C:7]([CH3:8])([CH3:10])[CH3:9])=[CH:19][CH:18]=[C:17]([CH3:23])[N:16]=1. The catalyst class is: 16. (3) Reactant: C([O:8][C:9]1[CH:10]=[CH:11][C:12]([CH2:15][CH:16]([NH:31][C:32](=[O:38])[O:33][C:34]([CH3:37])([CH3:36])[CH3:35])[C:17]([NH:19][CH2:20][C:21]2[CH:26]=[CH:25][C:24]([C:27](=[O:30])[NH:28][OH:29])=[CH:23][CH:22]=2)=[O:18])=[N:13][CH:14]=1)C1C=CC=CC=1. Product: [C:34]([O:33][C:32](=[O:38])[NH:31][CH:16]([CH2:15][C:12]1[CH:11]=[CH:10][C:9]([OH:8])=[CH:14][N:13]=1)[C:17]([NH:19][CH2:20][C:21]1[CH:26]=[CH:25][C:24]([C:27](=[O:30])[NH:28][OH:29])=[CH:23][CH:22]=1)=[O:18])([CH3:37])([CH3:35])[CH3:36]. The catalyst class is: 19. (4) Reactant: [Cl:1][C:2]1[CH:7]=[C:6]([NH:8][C:9]2[C:10]([NH:19][S:20]([C:23]3[CH:28]=[CH:27][CH:26]=[C:25]([N+:29]([O-:31])=[O:30])[CH:24]=3)(=[O:22])=[O:21])=[N:11][C:12]3[C:17]([N:18]=2)=[CH:16][CH:15]=[CH:14][CH:13]=3)[CH:5]=[C:4](Cl)[N:3]=1.CS(C)=O.C[O-].[Na+].[C:40](O)(=[O:42])C. Product: [Cl:1][C:2]1[CH:7]=[C:6]([NH:8][C:9]2[C:10]([NH:19][S:20]([C:23]3[CH:28]=[CH:27][CH:26]=[C:25]([N+:29]([O-:31])=[O:30])[CH:24]=3)(=[O:22])=[O:21])=[N:11][C:12]3[C:17]([N:18]=2)=[CH:16][CH:15]=[CH:14][CH:13]=3)[CH:5]=[C:4]([O:42][CH3:40])[N:3]=1. The catalyst class is: 161.